Dataset: Forward reaction prediction with 1.9M reactions from USPTO patents (1976-2016). Task: Predict the product of the given reaction. (1) The product is: [CH:21]([C:24]1[CH:29]=[CH:28][C:27]([CH2:30][C:31]2[C:32]([O:40][C@@H:41]3[O:58][C@H:57]([CH2:59][O:60][C:61](=[O:63])[CH3:62])[C@@H:52]([O:53][C:54](=[O:56])[CH3:55])[C@H:47]([O:48][C:49](=[O:51])[CH3:50])[C@H:42]3[O:43][C:44](=[O:46])[CH3:45])=[N:33][NH:34][C:35]=2[C:36]([F:39])([F:38])[F:37])=[CH:26][CH:25]=1)([CH3:23])[CH3:22].[C@@H:41]1([O:20][C:12]2[C:11]([CH2:10][C:7]3[CH:8]=[CH:9][C:4]([CH:1]([CH3:3])[CH3:2])=[CH:5][CH:6]=3)=[C:15]([C:16]([F:17])([F:19])[F:18])[NH:14][N:13]=2)[O:58][C@H:57]([CH2:59][OH:60])[C@@H:52]([OH:53])[C@H:47]([OH:48])[C@H:42]1[OH:43]. Given the reactants [CH:1]([C:4]1[CH:9]=[CH:8][C:7]([CH2:10][C:11]2[C:12](=[O:20])[NH:13][NH:14][C:15]=2[C:16]([F:19])([F:18])[F:17])=[CH:6][CH:5]=1)([CH3:3])[CH3:2].[CH:21]([C:24]1[CH:29]=[CH:28][C:27]([CH2:30][C:31]2[C:32]([O:40][C@@H:41]3[O:58][C@H:57]([CH2:59][O:60][C:61](=[O:63])[CH3:62])[C@@H:52]([O:53][C:54](=[O:56])[CH3:55])[C@H:47]([O:48][C:49](=[O:51])[CH3:50])[C@H:42]3[O:43][C:44](=[O:46])[CH3:45])=[N:33][NH:34][C:35]=2[C:36]([F:39])([F:38])[F:37])=[CH:26][CH:25]=1)([CH3:23])[CH3:22], predict the reaction product. (2) Given the reactants [N:1]([C@H:4]1[C:13]2[C:8](=[CH:9][C:10]([CH2:14][OH:15])=[CH:11][CH:12]=2)[O:7][CH2:6][CH2:5]1)=[N+:2]=[N-:3], predict the reaction product. The product is: [N:1]([C@H:4]1[C:13]2[C:8](=[CH:9][C:10]([CH:14]=[O:15])=[CH:11][CH:12]=2)[O:7][CH2:6][CH2:5]1)=[N+:2]=[N-:3]. (3) Given the reactants O=[C:2]1[NH:7][CH:6]=[N:5][CH:4]=[C:3]1[CH2:8][C:9]([O:11][CH2:12][CH3:13])=[O:10].O=P(Cl)(Cl)[Cl:16], predict the reaction product. The product is: [Cl:16][C:2]1[C:3]([CH2:8][C:9]([O:11][CH2:12][CH3:13])=[O:10])=[CH:4][N:5]=[CH:6][N:7]=1. (4) The product is: [Cl:1][C:2]1[C:6]2[CH:7]=[CH:8][CH:9]=[CH:10][C:5]=2[S:4][C:3]=1[C:11]([N:52]1[CH2:53][C:48]([CH3:47])([CH3:67])[C:49]2[S:56][C:55]([C:57]([O:58][CH2:45][CH3:46])=[O:24])=[CH:54][C:50]=2[CH2:51]1)=[O:13]. Given the reactants [Cl:1][C:2]1[C:6]2[CH:7]=[CH:8][CH:9]=[CH:10][C:5]=2[S:4][C:3]=1[C:11]([OH:13])=O.F[P-](F)(F)(F)(F)F.C[N+](C)=C(N(C)C)[O:24]N1C2N=CC=CC=2N=N1.C(N([CH2:45][CH3:46])C(C)C)(C)C.[CH3:47][C:48]1([CH3:67])[CH2:53][NH:52][CH2:51][C:50]2[CH:54]=[C:55]([C:57](NOC3CCCCO3)=[O:58])[S:56][C:49]1=2, predict the reaction product. (5) Given the reactants [CH2:1]([O:3][C:4]([C:6]1[CH:23]=[CH:22][C:9]2[S:10][C:11]([C:13]3[CH:18]=[CH:17][C:16]([O:19]C)=[CH:15][C:14]=3[CH3:21])=[CH:12][C:8]=2[CH:7]=1)=[O:5])[CH3:2].B(Br)(Br)Br.O.C(Cl)(=O)C, predict the reaction product. The product is: [CH2:1]([O:3][C:4]([C:6]1[CH:23]=[CH:22][C:9]2[S:10][C:11]([C:13]3[CH:18]=[CH:17][C:16]([OH:19])=[CH:15][C:14]=3[CH3:21])=[CH:12][C:8]=2[CH:7]=1)=[O:5])[CH3:2].